This data is from Reaction yield outcomes from USPTO patents with 853,638 reactions. The task is: Predict the reaction yield, written as a fraction of the theoretical maximum amount of product (1.0 means a 100% yield; for example, 0.34 means a 34% yield). (1) The reactants are [Br:1][C:2]1[CH:7]=[CH:6][C:5]([CH3:8])=[CH:4][N:3]=1.[Br:9]N1C(=O)CCC1=O. The catalyst is C(Cl)(Cl)(Cl)Cl.C(OOC(=O)C1C=CC=CC=1)(=O)C1C=CC=CC=1. The product is [Br:1][C:2]1[CH:7]=[CH:6][C:5]([CH2:8][Br:9])=[CH:4][N:3]=1. The yield is 0.200. (2) The reactants are [OH:1][C:2]1[CH:9]=[CH:8][CH:7]=[CH:6][C:3]=1[CH2:4]O.[P:10]([O:17]CC)([O:14][CH2:15][CH3:16])[O:11][CH2:12][CH3:13]. The catalyst is CC1C=CC=CC=1C. The product is [OH:1][C:2]1[CH:9]=[CH:8][CH:7]=[CH:6][C:3]=1[CH2:4][P:10](=[O:17])([O:14][CH2:15][CH3:16])[O:11][CH2:12][CH3:13]. The yield is 0.900. (3) The reactants are [O:1]1[CH2:5][CH2:4][O:3][CH:2]1[C:6]1[CH:13]=[CH:12][C:9]([C:10]#N)=[CH:8][CH:7]=1.[CH2:14]([Mg]Cl)[C:15]1[CH:20]=[CH:19][CH:18]=[CH:17][CH:16]=1.C1C[O:26]CC1. No catalyst specified. The product is [O:1]1[CH2:5][CH2:4][O:3][CH:2]1[C:6]1[CH:13]=[CH:12][C:9]([C:10](=[O:26])[CH2:14][C:15]2[CH:20]=[CH:19][CH:18]=[CH:17][CH:16]=2)=[CH:8][CH:7]=1. The yield is 0.100. (4) The reactants are [CH3:1][O:2][C:3]1[CH:10]=[C:9]([N+:11]([O-:13])=[O:12])[CH:8]=[CH:7][C:4]=1[CH2:5]O.C(Br)(Br)(Br)[Br:15].C1(P(C2C=CC=CC=2)C2C=CC=CC=2)C=CC=CC=1. No catalyst specified. The product is [CH3:1][O:2][C:3]1[CH:10]=[C:9]([N+:11]([O-:13])=[O:12])[CH:8]=[CH:7][C:4]=1[CH2:5][Br:15]. The yield is 0.900.